Dataset: Catalyst prediction with 721,799 reactions and 888 catalyst types from USPTO. Task: Predict which catalyst facilitates the given reaction. (1) Reactant: [C:1]([O-:4])(=O)C.[Na+].[CH:6]1[CH:7]=[CH:8][NH+]=[CH:10][CH:11]=1.[O-:12][Cr](Cl)(=O)=O.CC[O:19][CH2:20]C. Product: [CH3:20][O:19][C:10](=[O:12])[CH2:11][CH2:6][CH2:7][CH2:8][CH:1]=[O:4]. The catalyst class is: 2. (2) Reactant: CC(OI1(OC(C)=O)(OC(C)=O)OC(=O)C2C1=CC=CC=2)=O.[OH:23][CH:24]([C:30]1[CH:35]=[CH:34][C:33]([N:36]2[CH:40]([O:41][CH2:42][C:43]3[S:47][C:46]([C:48]([O:50][CH3:51])=[O:49])=[CH:45][CH:44]=3)[CH2:39][CH2:38][S:37]2(=[O:53])=[O:52])=[CH:32][CH:31]=1)[CH2:25][CH2:26][CH2:27][CH2:28][CH3:29]. Product: [C:24]([C:30]1[CH:31]=[CH:32][C:33]([N:36]2[CH:40]([O:41][CH2:42][C:43]3[S:47][C:46]([C:48]([O:50][CH3:51])=[O:49])=[CH:45][CH:44]=3)[CH2:39][CH2:38][S:37]2(=[O:53])=[O:52])=[CH:34][CH:35]=1)(=[O:23])[CH2:25][CH2:26][CH2:27][CH2:28][CH3:29]. The catalyst class is: 2. (3) Reactant: [CH3:1][C:2]1[CH:8]=[CH:7][C:6]([S:9]([CH3:12])(=[O:11])=[O:10])=[CH:5][C:3]=1N.Cl.N([O-])=O.[Na+].[I-:18].[K+]. Product: [I:18][C:3]1[CH:5]=[C:6]([S:9]([CH3:12])(=[O:11])=[O:10])[CH:7]=[CH:8][C:2]=1[CH3:1]. The catalyst class is: 238. (4) Reactant: Br[C:2]1[CH:3]=[C:4]([C:7]2[CH:12]=[CH:11][CH:10]=[C:9]([O:13][CH3:14])[CH:8]=2)[S:5][CH:6]=1.[CH3:15][O:16][C:17]1[CH:18]=[C:19](B(O)O)[CH:20]=[CH:21][CH:22]=1. Product: [CH3:14][O:13][C:9]1[CH:8]=[C:7]([C:4]2[S:5][CH:6]=[C:2]([C:21]3[CH:20]=[CH:19][CH:18]=[C:17]([O:16][CH3:15])[CH:22]=3)[CH:3]=2)[CH:12]=[CH:11][CH:10]=1. The catalyst class is: 195. (5) Reactant: [NH2:1][C:2]1[S:3][C:4]2[N:5]=[C:6]([N:11]([CH3:32])[C:12]3[CH:13]=[C:14]([NH:18][C:19](=[O:31])[C:20]4[CH:25]=[CH:24][CH:23]=[C:22]([C:26]([C:29]#[N:30])([CH3:28])[CH3:27])[CH:21]=4)[CH:15]=[CH:16][CH:17]=3)[N:7]=[CH:8][C:9]=2[N:10]=1.[CH:33]1([C:36](Cl)=[O:37])[CH2:35][CH2:34]1.C(=O)([O-])O.[Na+]. Product: [C:29]([C:26]([C:22]1[CH:21]=[C:20]([CH:25]=[CH:24][CH:23]=1)[C:19]([NH:18][C:14]1[CH:15]=[CH:16][CH:17]=[C:12]([N:11]([C:6]2[N:7]=[CH:8][C:9]3[N:10]=[C:2]([NH:1][C:36]([CH:33]4[CH2:35][CH2:34]4)=[O:37])[S:3][C:4]=3[N:5]=2)[CH3:32])[CH:13]=1)=[O:31])([CH3:27])[CH3:28])#[N:30]. The catalyst class is: 80. (6) Reactant: C(OC(=O)[NH:7][C:8]1[S:9][CH:10]=[C:11]([C:13](=[O:16])[CH2:14][CH3:15])[N:12]=1)(C)(C)C.FC(F)(F)C(O)=O. Product: [NH2:7][C:8]1[S:9][CH:10]=[C:11]([C:13](=[O:16])[CH2:14][CH3:15])[N:12]=1. The catalyst class is: 4. (7) Reactant: C([NH:5][C:6](=[O:38])[N:7]([CH2:23][C:24]1[CH:29]=[CH:28][C:27]([CH:30]2[S:34](=[O:36])(=[O:35])[NH:33][C:32](=[O:37])[CH2:31]2)=[CH:26][CH:25]=1)[CH2:8][CH2:9][C:10]1[CH:15]=[CH:14][C:13]([O:16][C:17]2[CH:22]=[CH:21][CH:20]=[CH:19][CH:18]=2)=[CH:12][CH:11]=1)(C)(C)C. Product: [O:35]=[S:34]1(=[O:36])[CH:30]([C:27]2[CH:28]=[CH:29][C:24]([CH2:23][N:7]([CH2:8][CH2:9][C:10]3[CH:15]=[CH:14][C:13]([O:16][C:17]4[CH:18]=[CH:19][CH:20]=[CH:21][CH:22]=4)=[CH:12][CH:11]=3)[C:6]([NH2:5])=[O:38])=[CH:25][CH:26]=2)[CH2:31][C:32](=[O:37])[NH:33]1. The catalyst class is: 55.